This data is from Catalyst prediction with 721,799 reactions and 888 catalyst types from USPTO. The task is: Predict which catalyst facilitates the given reaction. (1) Reactant: [C:1]([O:5][C:6](=[O:24])[N:7]([CH2:15][CH2:16][C:17]1[CH:22]=[CH:21][C:20](Br)=[CH:19][CH:18]=1)[CH2:8][CH2:9][CH2:10][CH2:11][CH2:12][CH2:13][CH3:14])([CH3:4])([CH3:3])[CH3:2].[Li]C(CC)C.C1CCCCC1.CN(C)[CH:38]=[O:39].[NH4+].[Cl-]. Product: [C:1]([O:5][C:6](=[O:24])[N:7]([CH2:15][CH2:16][C:17]1[CH:22]=[CH:21][C:20]([CH:38]=[O:39])=[CH:19][CH:18]=1)[CH2:8][CH2:9][CH2:10][CH2:11][CH2:12][CH2:13][CH3:14])([CH3:4])([CH3:3])[CH3:2]. The catalyst class is: 7. (2) Reactant: [C:1]([C:4]1[C:8]([NH:9][C:10]([NH2:12])=[O:11])=[CH:7][N:6]([C:13]2[CH:18]=[CH:17][C:16]([S:19][CH:20]3[CH2:25][CH2:24][CH2:23][CH2:22][CH2:21]3)=[CH:15][CH:14]=2)[N:5]=1)(=[O:3])[NH2:2].C(O)(=[O:28])C.OO. Product: [C:1]([C:4]1[C:8]([NH:9][C:10]([NH2:12])=[O:11])=[CH:7][N:6]([C:13]2[CH:18]=[CH:17][C:16]([S:19]([CH:20]3[CH2:25][CH2:24][CH2:23][CH2:22][CH2:21]3)=[O:28])=[CH:15][CH:14]=2)[N:5]=1)(=[O:3])[NH2:2]. The catalyst class is: 6. (3) The catalyst class is: 9. Product: [N:24]([C@@H:6]1[CH2:10][CH2:9][N:8]([C:11]([O:13][CH2:14][C:15]2[CH:20]=[CH:19][C:18]([N+:21]([O-:23])=[O:22])=[CH:17][CH:16]=2)=[O:12])[CH2:7]1)=[N+:25]=[N-:26]. Reactant: CS(O[C@H:6]1[CH2:10][CH2:9][N:8]([C:11]([O:13][CH2:14][C:15]2[CH:20]=[CH:19][C:18]([N+:21]([O-:23])=[O:22])=[CH:17][CH:16]=2)=[O:12])[CH2:7]1)(=O)=O.[N-:24]=[N+:25]=[N-:26].[Na+]. (4) Reactant: [O:1]1[CH2:6][CH2:5][C:4](=O)[CH2:3][CH2:2]1.[OH2:8]. Product: [O:1]1[CH2:6][CH2:5][C:4](=[CH:3][C:2]([O:1][CH2:6][CH3:5])=[O:8])[CH2:3][CH2:2]1. The catalyst class is: 3. (5) Reactant: FC(F)(F)C(O)=O.[CH3:8][N:9]1[C:17]2[C:12](=[N:13][C:14]([C@@H:24]([NH2:26])[CH3:25])=[C:15]([C:18]3[N:22]([CH3:23])[N:21]=[CH:20][CH:19]=3)[CH:16]=2)[CH:11]=[CH:10]1.[Cl:27][C:28]1[N:33]=[C:32](Cl)[C:31]([C:35]#[N:36])=[CH:30][N:29]=1.C(N(C(C)C)C(C)C)C. Product: [Cl:27][C:28]1[N:33]=[C:32]([NH:26][C@H:24]([C:14]2[N:13]=[C:12]3[CH:11]=[CH:10][N:9]([CH3:8])[C:17]3=[CH:16][C:15]=2[C:18]2[N:22]([CH3:23])[N:21]=[CH:20][CH:19]=2)[CH3:25])[C:31]([C:35]#[N:36])=[CH:30][N:29]=1. The catalyst class is: 10. (6) Reactant: C([O:5][C:6](=[O:20])[NH:7][CH:8]([C:12]1[CH:17]=[CH:16][C:15]([F:18])=[C:14]([F:19])[CH:13]=1)[CH:9](O)[CH3:10])(C)(C)C.[H-].[Na+].O. Product: [F:19][C:14]1[CH:13]=[C:12]([CH:8]2[CH:9]([CH3:10])[O:20][C:6](=[O:5])[NH:7]2)[CH:17]=[CH:16][C:15]=1[F:18]. The catalyst class is: 1. (7) Reactant: [CH:1]1(Br)[CH2:3][CH2:2]1.C([Li])(C)(C)C.[F:10][C:11]1[CH:12]=[CH:13][C:14]([O:29][CH3:30])=[C:15]([C:17]([CH3:28])([CH3:27])[CH2:18][C:19](N2CCOCC2)=[O:20])[CH:16]=1. Product: [CH:1]1([C:19](=[O:20])[CH2:18][C:17]([C:15]2[CH:16]=[C:11]([F:10])[CH:12]=[CH:13][C:14]=2[O:29][CH3:30])([CH3:28])[CH3:27])[CH2:3][CH2:2]1. The catalyst class is: 1. (8) Reactant: [C-:1]#[N:2].C([Al+]CC)C.C(O)(C)C.[Cl:12][C:13]1[CH:18]=[CH:17][C:16]([C:19]([CH3:32])([CH3:31])[CH:20]=[N:21][S@@:22]([C:24]2[CH:29]=[CH:28][C:27]([CH3:30])=[CH:26][CH:25]=2)=[O:23])=[CH:15][CH:14]=1. Product: [Cl:12][C:13]1[CH:18]=[CH:17][C:16]([C:19]([CH3:32])([CH3:31])[CH:20]([NH:21][S:22]([C:24]2[CH:25]=[CH:26][C:27]([CH3:30])=[CH:28][CH:29]=2)=[O:23])[C:1]#[N:2])=[CH:15][CH:14]=1. The catalyst class is: 247. (9) Reactant: [F:1][C:2]([F:21])([F:20])[CH:3]([OH:19])[CH2:4][N:5]1[CH2:10][CH2:9][CH2:8][CH:7]([C:11]2[CH:16]=[CH:15][CH:14]=[C:13]([O:17][CH3:18])[CH:12]=2)[CH2:6]1.C(#N)C.[Cl:25][C:26]1[CH:31]=[CH:30][C:29]([N:32]=[C:33]=[O:34])=[CH:28][CH:27]=1. Product: [ClH:25].[F:21][C:2]([F:1])([F:20])[CH:3]([O:19][C:33](=[O:34])[NH:32][C:29]1[CH:30]=[CH:31][C:26]([Cl:25])=[CH:27][CH:28]=1)[CH2:4][N:5]1[CH2:10][CH2:9][CH2:8][CH:7]([C:11]2[CH:16]=[CH:15][CH:14]=[C:13]([O:17][CH3:18])[CH:12]=2)[CH2:6]1. The catalyst class is: 4. (10) Reactant: COC1C=CC(C[N:8]2[CH:12]=[C:11]([C:13]3[N:14]=[C:15]([NH:18][C:19]4[N:24]=[C:23]([CH3:25])[CH:22]=[CH:21][N:20]=4)[S:16][CH:17]=3)[C:10]([C:26]3[CH:31]=[CH:30][CH:29]=[CH:28][CH:27]=3)=[N:9]2)=CC=1.O. Product: [CH3:25][C:23]1[CH:22]=[CH:21][N:20]=[C:19]([NH:18][C:15]2[S:16][CH:17]=[C:13]([C:11]3[C:10]([C:26]4[CH:27]=[CH:28][CH:29]=[CH:30][CH:31]=4)=[N:9][NH:8][CH:12]=3)[N:14]=2)[N:24]=1. The catalyst class is: 67.